Dataset: NCI-60 drug combinations with 297,098 pairs across 59 cell lines. Task: Regression. Given two drug SMILES strings and cell line genomic features, predict the synergy score measuring deviation from expected non-interaction effect. Drug 1: CC12CCC(CC1=CCC3C2CCC4(C3CC=C4C5=CN=CC=C5)C)O. Drug 2: CC(C)CN1C=NC2=C1C3=CC=CC=C3N=C2N. Cell line: COLO 205. Synergy scores: CSS=5.05, Synergy_ZIP=1.35, Synergy_Bliss=2.58, Synergy_Loewe=-0.658, Synergy_HSA=-1.42.